From a dataset of Full USPTO retrosynthesis dataset with 1.9M reactions from patents (1976-2016). Predict the reactants needed to synthesize the given product. Given the product [I:15][C:12]1[CH:13]=[CH:14][C:9]2[CH2:8][CH2:7][CH2:6][CH2:5][CH:4]([NH:3][O:2][CH3:1])[C:10]=2[CH:11]=1, predict the reactants needed to synthesize it. The reactants are: [CH3:1][O:2][N:3]=[C:4]1[C:10]2[CH:11]=[C:12]([I:15])[CH:13]=[CH:14][C:9]=2[CH2:8][CH2:7][CH2:6][CH2:5]1.C([BH3-])#N.[Na+].